Dataset: Forward reaction prediction with 1.9M reactions from USPTO patents (1976-2016). Task: Predict the product of the given reaction. Given the reactants [CH3:1][O:2][C:3]1[CH:4]=[CH:5][C:6]([N+:11]([O-:13])=[O:12])=[C:7]([CH:10]=1)[CH:8]=[O:9].S([CH2:24][N+:25]#[C-:26])(C1C=CC(C)=CC=1)(=O)=O.C(=O)([O-])[O-].[K+].[K+], predict the reaction product. The product is: [CH3:1][O:2][C:3]1[CH:4]=[CH:5][C:6]([N+:11]([O-:13])=[O:12])=[C:7]([C:8]2[O:9][CH:26]=[N:25][CH:24]=2)[CH:10]=1.